This data is from Catalyst prediction with 721,799 reactions and 888 catalyst types from USPTO. The task is: Predict which catalyst facilitates the given reaction. The catalyst class is: 10. Reactant: [NH2:1][C:2]1[N:6]([C:7]2[N:8]([CH2:19][CH3:20])[C:9]3[C:14]([C:15](=O)[CH3:16])=[CH:13][N:12]=[CH:11][C:10]=3[N:18]=2)[N:5]=[CH:4][N:3]=1.Cl.[Cl:22]/[C:23](/[CH3:28])=[CH:24]/[CH2:25][O:26][NH2:27].CC1C=CC(S(O)(=O)=O)=CC=1.O. Product: [Cl:22]/[C:23](/[CH3:28])=[CH:24]/[CH2:25][O:26][N:27]=[C:15]([C:14]1[C:9]2[N:8]([CH2:19][CH3:20])[C:7]([N:6]3[C:2]([NH2:1])=[N:3][CH:4]=[N:5]3)=[N:18][C:10]=2[CH:11]=[N:12][CH:13]=1)[CH3:16].